Dataset: Forward reaction prediction with 1.9M reactions from USPTO patents (1976-2016). Task: Predict the product of the given reaction. The product is: [Cl:1][C:2]1[CH:7]=[CH:6][C:5]([N:8]2[C:13](=[O:14])[N:12]([CH2:15][C:16](=[O:18])[NH:37][CH3:36])[C:11](=[O:19])[CH:10]=[N:9]2)=[CH:4][C:3]=1[C:20]([NH:21][CH2:22][CH2:23][C:24]1[CH:29]=[CH:28][CH:27]=[CH:26][C:25]=1[Cl:30])=[O:31]. Given the reactants [Cl:1][C:2]1[CH:7]=[CH:6][C:5]([N:8]2[C:13](=[O:14])[N:12]([CH2:15][C:16]([OH:18])=O)[C:11](=[O:19])[CH:10]=[N:9]2)=[CH:4][C:3]=1[C:20](=[O:31])[NH:21][CH2:22][CH2:23][C:24]1[CH:29]=[CH:28][CH:27]=[CH:26][C:25]=1[Cl:30].Cl.CN.C[CH2:36][N:37]=C=NCCCN(C)C, predict the reaction product.